From a dataset of Reaction yield outcomes from USPTO patents with 853,638 reactions. Predict the reaction yield, written as a fraction of the theoretical maximum amount of product (1.0 means a 100% yield; for example, 0.34 means a 34% yield). (1) The reactants are [C:1]([O:9][C:10]([CH3:13])([CH3:12])[CH3:11])(=[O:8])[CH2:2][C:3]([O:5][CH2:6][CH3:7])=[O:4].[H-].[Na+].F[C:17]1[CH:22]=[CH:21][C:20]([N+:23]([O-:25])=[O:24])=[C:19]([O:26][CH2:27][C:28]([F:31])([F:30])[F:29])[CH:18]=1. The catalyst is CN(C=O)C. The product is [CH2:6]([O:5][C:3](=[O:4])[CH:2]([C:17]1[CH:22]=[CH:21][C:20]([N+:23]([O-:25])=[O:24])=[C:19]([O:26][CH2:27][C:28]([F:29])([F:31])[F:30])[CH:18]=1)[C:1]([O:9][C:10]([CH3:12])([CH3:11])[CH3:13])=[O:8])[CH3:7]. The yield is 0.710. (2) The reactants are [F:1][C:2]([F:24])([F:23])[O:3][C:4]1[CH:9]=[CH:8][C:7]([C:10]([C:12]2[C:21]([NH2:22])=[C:20]3[C:15]([CH:16]=[CH:17][CH:18]=[N:19]3)=[CH:14][CH:13]=2)=O)=[CH:6][CH:5]=1.[CH3:25][NH:26][S:27](Cl)(=[O:29])=[O:28].[BH4-].[Na+]. The catalyst is N1C=CC=CC=1. The product is [CH3:25][N:26]1[S:27](=[O:29])(=[O:28])[NH:22][C:21]2[C:20]3[C:15](=[CH:16][CH:17]=[CH:18][N:19]=3)[CH:14]=[CH:13][C:12]=2[CH:10]1[C:7]1[CH:8]=[CH:9][C:4]([O:3][C:2]([F:24])([F:23])[F:1])=[CH:5][CH:6]=1. The yield is 0.560.